This data is from Full USPTO retrosynthesis dataset with 1.9M reactions from patents (1976-2016). The task is: Predict the reactants needed to synthesize the given product. (1) Given the product [CH3:1][O:2][C:3]1[CH:4]=[C:5]([C:11]2[CH:19]=[CH:18][CH:17]=[C:16]3[C:12]=2[CH2:13][C:14](=[O:22])[NH:15]3)[CH:6]=[CH:7][C:8]=1[O:9][CH3:10], predict the reactants needed to synthesize it. The reactants are: [CH3:1][O:2][C:3]1[CH:4]=[C:5]([C:11]2[CH:19]=[CH:18][CH:17]=[C:16]3[C:12]=2[CH:13]=[CH:14][NH:15]3)[CH:6]=[CH:7][C:8]=1[O:9][CH3:10].C([OH:22])C.C(O)(=O)C.[Br-].[Br-].[Br-].[NH+]1C=CC=CC=1.[NH+]1C=CC=CC=1.[NH+]1C=CC=CC=1. (2) Given the product [CH:29]1([C:32]2[C:33]([CH2:46][O:47][C:48]3[CH:53]=[CH:52][C:51]([Cl:54])=[C:50]([Cl:55])[CH:49]=3)=[CH:34][C:35]([F:45])=[C:36]([CH:44]=2)[C:37]([OH:39])=[O:38])[CH2:31][CH2:30]1, predict the reactants needed to synthesize it. The reactants are: ClC1C(OC2C=CC(OC(F)(F)F)=C(Cl)C=2)=CC(F)=C(C=1)C(OC(C)(C)C)=O.[CH:29]1([C:32]2[C:33]([CH2:46][O:47][C:48]3[CH:53]=[CH:52][C:51]([Cl:54])=[C:50]([Cl:55])[CH:49]=3)=[CH:34][C:35]([F:45])=[C:36]([CH:44]=2)[C:37]([O:39]C(C)(C)C)=[O:38])[CH2:31][CH2:30]1. (3) Given the product [C:22]([OH:32])(=[O:31])[CH:23]([C:25]1[CH:30]=[CH:29][CH:28]=[CH:27][CH:26]=1)[OH:24].[CH3:1][NH:2][CH2:3][CH2:4][CH:5]([O:11][C:12]1[C:17]2[C:16](=[CH:21][CH:20]=[CH:19][CH:18]=2)[CH:15]=[CH:14][CH:13]=1)[C:6]1[S:10][CH:9]=[CH:8][CH:7]=1, predict the reactants needed to synthesize it. The reactants are: [CH3:1][NH:2][CH2:3][CH2:4][C@H:5]([O:11][C:12]1[CH:13]=[CH:14][CH:15]=[C:16]2[CH:21]=[CH:20][CH:19]=[CH:18][C:17]=12)[C:6]1[S:10][CH:9]=[CH:8][CH:7]=1.[C:22]([OH:32])(=[O:31])[CH:23]([C:25]1[CH:30]=[CH:29][CH:28]=[CH:27][CH:26]=1)[OH:24]. (4) Given the product [Cl:30][C:26]1[CH:27]=[CH:28][CH:29]=[C:24]([Cl:23])[C:25]=1[CH:31]1[CH2:32][CH2:33][N:34]([C:10]([C:2]2[NH:1][C:9]3[C:4]([CH:3]=2)=[CH:5][CH:6]=[CH:7][CH:8]=3)=[O:12])[CH2:35][CH2:36]1, predict the reactants needed to synthesize it. The reactants are: [NH:1]1[C:9]2[C:4](=[CH:5][CH:6]=[CH:7][CH:8]=2)[CH:3]=[C:2]1[C:10]([OH:12])=O.ON1C2C=CC=CC=2N=N1.[Cl:23][C:24]1[CH:29]=[CH:28][CH:27]=[C:26]([Cl:30])[C:25]=1[CH:31]1[CH2:36][CH2:35][NH:34][CH2:33][CH2:32]1.O. (5) Given the product [F:20][C:2]([F:1])([F:21])[C:3]1[CH:4]=[C:5]([S:9]([CH:12]2[CH2:13][CH:14]([CH2:16][OH:17])[CH2:15]2)(=[O:11])=[O:10])[CH:6]=[CH:7][CH:8]=1, predict the reactants needed to synthesize it. The reactants are: [F:1][C:2]([F:21])([F:20])[C:3]1[CH:4]=[C:5]([S:9]([CH:12]2[CH2:15][CH:14]([C:16](OC)=[O:17])[CH2:13]2)(=[O:11])=[O:10])[CH:6]=[CH:7][CH:8]=1.[H-].[H-].[H-].[H-].[Li+].[Al+3]. (6) Given the product [OH:32][CH:28]1[CH2:29][CH2:30][CH2:31][N:26]([C:23]2[CH:22]=[CH:21][C:20]([NH:19][C:12]([C:10]3[N:11]=[C:7]([C:1]4[CH:2]=[CH:3][CH:4]=[CH:5][CH:6]=4)[O:8][C:9]=3[C:15]([F:18])([F:17])[F:16])=[O:14])=[CH:25][N:24]=2)[CH2:27]1, predict the reactants needed to synthesize it. The reactants are: [C:1]1([C:7]2[O:8][C:9]([C:15]([F:18])([F:17])[F:16])=[C:10]([C:12]([OH:14])=O)[N:11]=2)[CH:6]=[CH:5][CH:4]=[CH:3][CH:2]=1.[NH2:19][C:20]1[CH:21]=[CH:22][C:23]([N:26]2[CH2:31][CH2:30][CH2:29][CH:28]([OH:32])[CH2:27]2)=[N:24][CH:25]=1. (7) Given the product [I:12][C:2]1[CH:7]=[CH:6][N:5]=[C:4]2[N:8]([C:13](=[O:15])[CH3:14])[CH:9]=[CH:10][C:3]=12, predict the reactants needed to synthesize it. The reactants are: Cl[C:2]1[CH:7]=[CH:6][N:5]=[C:4]2[NH:8][CH:9]=[CH:10][C:3]=12.[Na+].[I-:12].[C:13](Cl)(=[O:15])[CH3:14].C([O-])([O-])=O.[Na+].[Na+].OS([O-])=O.[Na+]. (8) The reactants are: C([Li])CCC.C(NC(C)C)(C)C.[CH3:13][N:14]1[C:19](=[O:20])[C:18]2[CH:21]=[C:22]([CH2:24][C:25]3[C:34]4[C:29](=[CH:30][CH:31]=[CH:32][CH:33]=4)[CH:28]=[CH:27][CH:26]=3)[S:23][C:17]=2[N:16]([CH2:35][CH:36]([CH3:38])[CH3:37])[C:15]1=[O:39].[CH:40]1[CH:45]=[C:44]([S:46][S:46][C:44]2[N:43]=[CH:42][CH:41]=[CH:40][CH:45]=2)[N:43]=[CH:42][CH:41]=1.C(=O)(O)[O-].[Na+]. Given the product [CH3:13][N:14]1[C:19](=[O:20])[C:18]2[C:21]([S:46][C:44]3[CH:45]=[CH:40][CH:41]=[CH:42][N:43]=3)=[C:22]([CH2:24][C:25]3[C:34]4[C:29](=[CH:30][CH:31]=[CH:32][CH:33]=4)[CH:28]=[CH:27][CH:26]=3)[S:23][C:17]=2[N:16]([CH2:35][CH:36]([CH3:37])[CH3:38])[C:15]1=[O:39], predict the reactants needed to synthesize it. (9) Given the product [CH2:1]([O:3][C:4](=[O:18])[CH:5]([O:16][CH3:17])[CH2:6][C:7]1[CH:12]=[CH:11][C:10]([O:13][CH2:20][CH2:21][CH2:22][O:23][C:24]2[CH:29]=[CH:28][C:27]([C:30]3[CH:35]=[CH:34][CH:33]=[CH:32][CH:31]=3)=[CH:26][CH:25]=2)=[C:9]([O:14][CH3:15])[CH:8]=1)[CH3:2], predict the reactants needed to synthesize it. The reactants are: [CH2:1]([O:3][C:4](=[O:18])[CH:5]([O:16][CH3:17])[CH2:6][C:7]1[CH:12]=[CH:11][C:10]([OH:13])=[C:9]([O:14][CH3:15])[CH:8]=1)[CH3:2].Br[CH2:20][CH2:21][CH2:22][O:23][C:24]1[CH:29]=[CH:28][C:27]([C:30]2[CH:35]=[CH:34][CH:33]=[CH:32][CH:31]=2)=[CH:26][CH:25]=1.C(=O)([O-])[O-].[K+].[K+]. (10) Given the product [ClH:43].[C:31]([C:28]1[CH:27]=[CH:26][C:25]([C:24]([NH:23][C@H:18]([C:17]([N:14]2[CH2:15][CH2:16][C@H:9]3[NH:8][CH2:12][C@H:11]([OH:13])[C@@H:10]23)=[O:36])[CH2:19][CH:20]([CH3:22])[CH3:21])=[O:35])=[CH:30][CH:29]=1)([CH3:33])([CH3:34])[CH3:32], predict the reactants needed to synthesize it. The reactants are: C(OC([N:8]1[CH2:12][C@H:11]([OH:13])[C@H:10]2[N:14]([C:17](=[O:36])[C@@H:18]([NH:23][C:24](=[O:35])[C:25]3[CH:30]=[CH:29][C:28]([C:31]([CH3:34])([CH3:33])[CH3:32])=[CH:27][CH:26]=3)[CH2:19][CH:20]([CH3:22])[CH3:21])[CH2:15][CH2:16][C@@H:9]12)=O)(C)(C)C.O1CCOCC1.[ClH:43].